The task is: Predict the reaction yield, written as a fraction of the theoretical maximum amount of product (1.0 means a 100% yield; for example, 0.34 means a 34% yield).. This data is from Reaction yield outcomes from USPTO patents with 853,638 reactions. (1) The reactants are [C:1]([O:5][C:6]([N:8]1[CH2:13][CH2:12][C@@H:11]([N:14]=[N+:15]=[N-:16])[C@H:10]([OH:17])[CH2:9]1)=[O:7])([CH3:4])([CH3:3])[CH3:2].I[CH3:19].[H-].[Na+]. The product is [N:14]([C@@H:11]1[CH2:12][CH2:13][N:8]([C:6]([O:5][C:1]([CH3:4])([CH3:2])[CH3:3])=[O:7])[CH2:9][C@H:10]1[O:17][CH3:19])=[N+:15]=[N-:16]. The catalyst is C1COCC1. The yield is 0.920. (2) The reactants are [C:1]([NH2:4])(=[O:3])[CH3:2].C(=O)([O-])[O-].[Cs+].[Cs+].[Br:11][C:12]1[CH:17]=[C:16]([F:18])[CH:15]=[C:14](Br)[CH:13]=1. The catalyst is C([O-])(=O)C.[Pd+2].C([O-])(=O)C.CC1(C)C2C(=C(P(C3C=CC=CC=3)C3C=CC=CC=3)C=CC=2)OC2C(P(C3C=CC=CC=3)C3C=CC=CC=3)=CC=CC1=2.ClCCl. The product is [Br:11][C:12]1[CH:13]=[C:14]([NH:4][C:1](=[O:3])[CH3:2])[CH:15]=[C:16]([F:18])[CH:17]=1. The yield is 0.440. (3) The reactants are F[C:2]1[CH:7]=[CH:6][C:5]([C:8]2[O:9][C:10]([C:13]3[C:14]([C:19]4[CH:24]=[CH:23][CH:22]=[CH:21][CH:20]=4)=[N:15][O:16][C:17]=3[CH3:18])=[N:11][N:12]=2)=[C:4]([O:25][CH3:26])[CH:3]=1.[OH:27][CH:28]1[CH2:33][CH2:32][NH:31][CH2:30][CH2:29]1. No catalyst specified. The product is [CH3:26][O:25][C:4]1[CH:3]=[C:2]([N:31]2[CH2:32][CH2:33][CH:28]([OH:27])[CH2:29][CH2:30]2)[CH:7]=[CH:6][C:5]=1[C:8]1[O:9][C:10]([C:13]2[C:14]([C:19]3[CH:24]=[CH:23][CH:22]=[CH:21][CH:20]=3)=[N:15][O:16][C:17]=2[CH3:18])=[N:11][N:12]=1. The yield is 0.790.